Dataset: Full USPTO retrosynthesis dataset with 1.9M reactions from patents (1976-2016). Task: Predict the reactants needed to synthesize the given product. (1) Given the product [CH:19]1([CH2:22][NH:23][C:12](=[O:14])[C:11]2[CH:15]=[CH:16][N:17]=[CH:18][C:10]=2[NH:9][C:3]2[CH:4]=[CH:5][C:6]([I:8])=[CH:7][C:2]=2[F:1])[CH2:21][CH2:20]1, predict the reactants needed to synthesize it. The reactants are: [F:1][C:2]1[CH:7]=[C:6]([I:8])[CH:5]=[CH:4][C:3]=1[NH:9][C:10]1[CH:18]=[N:17][CH:16]=[CH:15][C:11]=1[C:12]([OH:14])=O.[CH:19]1([CH2:22][NH2:23])[CH2:21][CH2:20]1. (2) Given the product [C:6]([O:10][C:11]([N:13]1[CH2:18][CH:17]([CH3:19])[O:16][C:15]2[CH:20]=[C:21]([B:29]([OH:30])[OH:28])[CH:22]=[N:23][C:14]1=2)=[O:12])([CH3:9])([CH3:8])[CH3:7], predict the reactants needed to synthesize it. The reactants are: C([Li])CCC.[C:6]([O:10][C:11]([N:13]1[CH2:18][CH:17]([CH3:19])[O:16][C:15]2[CH:20]=[C:21](Br)[CH:22]=[N:23][C:14]1=2)=[O:12])([CH3:9])([CH3:8])[CH3:7].C([O:28][B:29](OC(C)C)[O:30]C(C)C)(C)C. (3) Given the product [CH2:1]([N:8]1[CH2:9][CH:10]2[CH:12]([CH:11]2[C:14]2[CH:15]=[CH:16][C:17]([F:20])=[CH:18][CH:19]=2)[CH2:13]1)[C:2]1[CH:3]=[CH:4][CH:5]=[CH:6][CH:7]=1, predict the reactants needed to synthesize it. The reactants are: [CH2:1]([N:8]1[CH2:13][CH:12]2[CH:10]([CH:11]2[C:14]2[CH:19]=[CH:18][C:17]([F:20])=[CH:16][CH:15]=2)[C:9]1=O)[C:2]1[CH:7]=[CH:6][CH:5]=[CH:4][CH:3]=1.[H-].[Al+3].[Li+].[H-].[H-].[H-].[OH-].[Na+].